From a dataset of Catalyst prediction with 721,799 reactions and 888 catalyst types from USPTO. Predict which catalyst facilitates the given reaction. (1) Reactant: Br[C:2]1[CH:7]=[CH:6][C:5]([OH:8])=[CH:4][CH:3]=1.[F:9][C:10]1[CH:18]=[C:17]2[C:13]([CH:14]=[N:15][NH:16]2)=[CH:12][CH:11]=1.[O-]P([O-])([O-])=O.[K+].[K+].[K+].CNCCNC. Product: [F:9][C:10]1[CH:11]=[CH:12][C:13]2[C:17]([CH:18]=1)=[N:16][N:15]([C:2]1[CH:7]=[CH:6][C:5]([OH:8])=[CH:4][CH:3]=1)[CH:14]=2. The catalyst class is: 509. (2) Reactant: Cl.Cl[CH2:3][CH2:4][NH:5][CH2:6][CH2:7]Cl.[CH2:9]([O:11][C:12](=[O:20])[C:13]1[CH:18]=[CH:17][C:16]([NH2:19])=[CH:15][CH:14]=1)[CH3:10].C(=O)([O-])[O-].[K+].[K+]. Product: [CH2:9]([O:11][C:12](=[O:20])[C:13]1[CH:18]=[CH:17][C:16]([N:19]2[CH2:7][CH2:6][NH:5][CH2:4][CH2:3]2)=[CH:15][CH:14]=1)[CH3:10]. The catalyst class is: 159. (3) Reactant: [C:1]1([CH3:11])[CH:6]=[CH:5][C:4]([S:7](Cl)(=[O:9])=[O:8])=[CH:3][CH:2]=1.[O:12]1[CH2:16][CH:15]=[CH:14][C@H:13]1[C@@H:17]([OH:30])[CH2:18][NH:19][C:20](=[O:29])[O:21][CH2:22][C:23]1[CH:28]=[CH:27][CH:26]=[CH:25][CH:24]=1. Product: [CH3:11][C:1]1[CH:6]=[CH:5][C:4]([S:7]([O:30][C@H:17]([C@@H:13]2[CH:14]=[CH:15][CH2:16][O:12]2)[CH2:18][NH:19][C:20]([O:21][CH2:22][C:23]2[CH:24]=[CH:25][CH:26]=[CH:27][CH:28]=2)=[O:29])(=[O:9])=[O:8])=[CH:3][CH:2]=1. The catalyst class is: 228. (4) Reactant: [F:1][C:2]1[CH:3]=[C:4]([C:10]2[CH:15]=[CH:14][C:13]([CH:16]([NH2:18])[CH3:17])=[CH:12][CH:11]=2)[C:5]([O:8][CH3:9])=[N:6][CH:7]=1.C(N(CC)CC)C.[CH3:26][N:27]1[CH:31]=[C:30]([S:32](Cl)(=[O:34])=[O:33])[C:29]([C:36]([F:39])([F:38])[F:37])=[N:28]1. Product: [F:1][C:2]1[CH:3]=[C:4]([C:10]2[CH:15]=[CH:14][C:13]([CH:16]([NH:18][S:32]([C:30]3[C:29]([C:36]([F:39])([F:37])[F:38])=[N:28][N:27]([CH3:26])[CH:31]=3)(=[O:34])=[O:33])[CH3:17])=[CH:12][CH:11]=2)[C:5]([O:8][CH3:9])=[N:6][CH:7]=1. The catalyst class is: 4. (5) Reactant: [Si]([O:8][CH2:9][CH2:10][CH2:11][O:12][C:13]1[CH:21]=[CH:20][C:16]([C:17]([OH:19])=[O:18])=[CH:15][CH:14]=1)(C(C)(C)C)(C)C.O[C:23]1[CH:28]=[CH:27][C:26]([C:29]2[CH:34]=[CH:33][C:32]([C:35]#[N:36])=[CH:31][CH:30]=2)=[CH:25][CH:24]=1. Product: [C:35]([C:32]1[CH:33]=[CH:34][C:29]([C:26]2[CH:25]=[CH:24][C:23]([O:19][C:17](=[O:18])[C:16]3[CH:15]=[CH:14][C:13]([O:12][CH2:11][CH2:10][CH2:9][OH:8])=[CH:21][CH:20]=3)=[CH:28][CH:27]=2)=[CH:30][CH:31]=1)#[N:36]. The catalyst class is: 2. (6) Reactant: [O:1]=[C:2]1[CH:7]([N:8]2[CH2:16][C:15]3[C:14]([C:17]#[N:18])=[CH:13][CH:12]=[CH:11][C:10]=3[C:9]2=[O:19])[CH2:6][CH2:5][C:4](=[O:20])[NH:3]1.[ClH:21]. Product: [ClH:21].[NH2:18][CH2:17][C:14]1[CH:13]=[CH:12][CH:11]=[C:10]2[C:15]=1[CH2:16][N:8]([CH:7]1[CH2:6][CH2:5][C:4](=[O:20])[NH:3][C:2]1=[O:1])[C:9]2=[O:19]. The catalyst class is: 19. (7) Reactant: [OH-].[Rb+:2].[Fe-3:3]([C:14]#[N:15])([C:12]#[N:13])([C:10]#[N:11])([C:8]#[N:9])([C:6]#[N:7])[C:4]#[N:5].[K+].[K+].[K+].[K].[Fe-3](C#N)(C#N)(C#N)(C#N)(C#N)C#N. Product: [Fe-3:3]([C:12]#[N:13])([C:8]#[N:9])([C:4]#[N:5])([C:6]#[N:7])([C:10]#[N:11])[C:14]#[N:15].[Rb+:2].[Rb+:2].[Rb+:2]. The catalyst class is: 6. (8) Reactant: [OH:1][CH2:2][CH:3]1[CH2:7][O:6][C:5](=[O:8])[O:4]1.[C:9](OC(=O)C)(=[O:11])[CH3:10]. The catalyst class is: 65. Product: [C:9]([O:1][CH2:2][CH:3]1[CH2:7][O:6][C:5](=[O:8])[O:4]1)(=[O:11])[CH3:10]. (9) Reactant: O1[C:5]2([CH2:10][CH2:9][CH:8]([N:11]3[C:16](=[O:17])[C:15]([CH2:18][C:19]4[CH:24]=[CH:23][C:22]([C:25]5[CH:30]=[CH:29][CH:28]=[CH:27][C:26]=5[C:31]5[NH:35][C:34](=[O:36])[O:33][N:32]=5)=[CH:21][CH:20]=4)=[C:14]([CH2:37][CH2:38][CH3:39])[N:13]4[N:40]=[C:41]([CH3:43])[N:42]=[C:12]34)[CH2:7][CH2:6]2)[O:4]CC1.Cl. Product: [CH3:43][C:41]1[N:42]=[C:12]2[N:11]([CH:8]3[CH2:9][CH2:10][C:5](=[O:4])[CH2:6][CH2:7]3)[C:16](=[O:17])[C:15]([CH2:18][C:19]3[CH:20]=[CH:21][C:22]([C:25]4[CH:30]=[CH:29][CH:28]=[CH:27][C:26]=4[C:31]4[NH:35][C:34](=[O:36])[O:33][N:32]=4)=[CH:23][CH:24]=3)=[C:14]([CH2:37][CH2:38][CH3:39])[N:13]2[N:40]=1. The catalyst class is: 7. (10) Reactant: [N+:1]([C:4]1[CH:10]=[CH:9][C:7]([NH2:8])=[CH:6][CH:5]=1)([O-:3])=[O:2].[Br:11]Br. Product: [Br:11][C:9]1[CH:10]=[C:4]([N+:1]([O-:3])=[O:2])[CH:5]=[CH:6][C:7]=1[NH2:8]. The catalyst class is: 52.